This data is from Forward reaction prediction with 1.9M reactions from USPTO patents (1976-2016). The task is: Predict the product of the given reaction. Given the reactants [F:1][CH:2]([F:18])[O:3][C:4]1[C:9]2[O:10][CH:11]([CH3:15])[C:12](=[O:14])[NH:13][C:8]=2[CH:7]=[C:6]([CH:16]=O)[CH:5]=1.[CH3:19][NH:20][C:21](=[O:34])[C:22]1[CH:27]=[CH:26][C:25]([N:28]2[CH2:33][CH2:32][NH:31][CH2:30][CH2:29]2)=[CH:24][CH:23]=1, predict the reaction product. The product is: [F:1][CH:2]([F:18])[O:3][C:4]1[C:9]2[O:10][CH:11]([CH3:15])[C:12](=[O:14])[NH:13][C:8]=2[CH:7]=[C:6]([CH2:16][N:31]2[CH2:30][CH2:29][N:28]([C:25]3[CH:24]=[CH:23][C:22]([C:21]([NH:20][CH3:19])=[O:34])=[CH:27][CH:26]=3)[CH2:33][CH2:32]2)[CH:5]=1.